From a dataset of Catalyst prediction with 721,799 reactions and 888 catalyst types from USPTO. Predict which catalyst facilitates the given reaction. Reactant: [Br:1][C:2]1[CH:6]=[C:5]([C:7]2[CH:12]=[CH:11][C:10]([F:13])=[CH:9][C:8]=2[Cl:14])[N:4]([CH3:15])[N:3]=1.[I:16]N1C(=O)CCC1=O. Product: [Br:1][C:2]1[C:6]([I:16])=[C:5]([C:7]2[CH:12]=[CH:11][C:10]([F:13])=[CH:9][C:8]=2[Cl:14])[N:4]([CH3:15])[N:3]=1. The catalyst class is: 42.